From a dataset of Peptide-MHC class I binding affinity with 185,985 pairs from IEDB/IMGT. Regression. Given a peptide amino acid sequence and an MHC pseudo amino acid sequence, predict their binding affinity value. This is MHC class I binding data. The MHC is Mamu-B17 with pseudo-sequence Mamu-B17. The peptide sequence is IRYNTVNNIW. The binding affinity (normalized) is 0.812.